This data is from Reaction yield outcomes from USPTO patents with 853,638 reactions. The task is: Predict the reaction yield, written as a fraction of the theoretical maximum amount of product (1.0 means a 100% yield; for example, 0.34 means a 34% yield). (1) The reactants are [CH3:1][C:2]1[CH:11]=[CH:10][CH:9]=[C:8]2[C:3]=1[C:4](=[O:17])[C:5]([C:12]([O:14]CC)=[O:13])=[CH:6][NH:7]2.[OH-].[Na+].Cl. No catalyst specified. The product is [CH3:1][C:2]1[CH:11]=[CH:10][CH:9]=[C:8]2[C:3]=1[C:4](=[O:17])[C:5]([C:12]([OH:14])=[O:13])=[CH:6][NH:7]2. The yield is 0.340. (2) The catalyst is CN(C)C=O. The yield is 0.850. The reactants are [OH:1][CH2:2][C:3]1[CH:4]=[C:5]([C:9]2[C:14]([CH3:15])=[C:13]([CH3:16])[C:12]([OH:17])=[C:11]([CH3:18])[C:10]=2[CH3:19])[CH:6]=[CH:7][CH:8]=1.CC1C=CC(S(O[CH2:31][CH2:32][CH2:33][S:34]([CH3:37])(=[O:36])=[O:35])(=O)=O)=CC=1.C(=O)([O-])[O-].[K+].[K+].O. The product is [CH3:19][C:10]1[C:11]([CH3:18])=[C:12]([O:17][CH2:31][CH2:32][CH2:33][S:34]([CH3:37])(=[O:36])=[O:35])[C:13]([CH3:16])=[C:14]([CH3:15])[C:9]=1[C:5]1[CH:6]=[CH:7][CH:8]=[C:3]([CH2:2][OH:1])[CH:4]=1. (3) The reactants are Br[C:2]1[CH:26]=[CH:25][C:24]2([C:38]3[CH:37]=[CH:36][CH:35]=[CH:34][C:33]=3[C:32]3[C:27]2=[CH:28][CH:29]=[CH:30][CH:31]=3)[C:23]2[C:3]=1[CH:4]=[C:5]1[CH:22]=[C:21]3[C:8]([C:9]4[C:14]([C:15]5[C:20]3=[CH:19][CH:18]=[CH:17][CH:16]=5)=[CH:13][CH:12]=[CH:11][CH:10]=4)=[CH:7][C:6]1=2.[C:39]1([CH3:53])[CH:44]=[CH:43][C:42]([NH:45][C:46]2[CH:51]=[CH:50][C:49]([CH3:52])=[CH:48][CH:47]=2)=[CH:41][CH:40]=1.CC(C)([O-])C.[Na+]. The catalyst is C([O-])(=O)C.[Pd+2].C([O-])(=O)C.C1(P(C2CCCCC2)C2C=CC=CC=2C2C=CC=CC=2)CCCCC1.C1(C)C=CC=CC=1. The product is [C:49]1([CH3:52])[CH:48]=[CH:47][C:46]([N:45]([C:42]2[CH:43]=[CH:44][C:39]([CH3:53])=[CH:40][CH:41]=2)[C:2]2[CH:26]=[CH:25][C:24]3([C:38]4[CH:37]=[CH:36][CH:35]=[CH:34][C:33]=4[C:32]4[C:27]3=[CH:28][CH:29]=[CH:30][CH:31]=4)[C:23]3[C:3]=2[CH:4]=[C:5]2[CH:22]=[C:21]4[C:8]([C:9]5[C:14]([C:15]6[C:20]4=[CH:19][CH:18]=[CH:17][CH:16]=6)=[CH:13][CH:12]=[CH:11][CH:10]=5)=[CH:7][C:6]2=3)=[CH:51][CH:50]=1. The yield is 0.630. (4) The reactants are [Cl:1][C:2]1[CH:21]=[CH:20][CH:19]=[C:18]([Cl:22])[C:3]=1[C:4]([NH:6][CH2:7][CH2:8][S:9][CH2:10][C:11]1[CH:16]=[CH:15][CH:14]=[C:13]([OH:17])[CH:12]=1)=[O:5].C([O-])([O-])=O.[K+].[K+].Cl[CH2:30][CH2:31][O:32][CH2:33][CH2:34][OH:35].O. The catalyst is CN(C=O)C. The product is [Cl:1][C:2]1[CH:21]=[CH:20][CH:19]=[C:18]([Cl:22])[C:3]=1[C:4]([NH:6][CH2:7][CH2:8][S:9][CH2:10][C:11]1[CH:16]=[CH:15][CH:14]=[C:13]([O:17][CH2:30][CH2:31][O:32][CH2:33][CH2:34][OH:35])[CH:12]=1)=[O:5]. The yield is 0.520. (5) The reactants are [CH3:1][O:2][C:3]1[CH:4]=[C:5]2[C:9](=[CH:10][C:11]=1[O:12][CH3:13])[C:8](=[O:14])[C:7](=[CH:15][C:16]1[CH:21]=[CH:20][N:19]=[CH:18][CH:17]=1)[CH2:6]2. The catalyst is O=[Pt]=O.C(O)(=O)C. The product is [CH3:1][O:2][C:3]1[CH:4]=[C:5]2[C:9](=[CH:10][C:11]=1[O:12][CH3:13])[C:8](=[O:14])[CH:7]([CH2:15][C:16]1[CH:21]=[CH:20][N:19]=[CH:18][CH:17]=1)[CH2:6]2. The yield is 0.350. (6) The reactants are [S:1]([O:8]S(C(F)(F)F)(=O)=O)([C:4]([F:7])([F:6])[F:5])(=[O:3])=[O:2].[Si:16]([O:23][CH2:24][C@H:25]1[N:29]([C:30](=[O:53])[C:31]2[CH:36]=[C:35]([O:37][CH3:38])[C:34]([O:39][Si:40]([CH:47]([CH3:49])[CH3:48])([CH:44]([CH3:46])[CH3:45])[CH:41]([CH3:43])[CH3:42])=[CH:33][C:32]=2[N+:50]([O-:52])=[O:51])[CH2:28][C:27](=O)[CH2:26]1)([C:19]([CH3:22])([CH3:21])[CH3:20])([CH3:18])[CH3:17].N1C(C)=CC=CC=1C.CC(C)=O.C(=O)=O. The catalyst is ClCCl.O.O.ClCCl. The product is [F:5][C:4]([F:7])([F:6])[S:1]([O:8][C:27]1[CH2:26][C@@H:25]([CH2:24][O:23][Si:16]([C:19]([CH3:21])([CH3:20])[CH3:22])([CH3:18])[CH3:17])[N:29]([C:30](=[O:53])[C:31]2[CH:36]=[C:35]([O:37][CH3:38])[C:34]([O:39][Si:40]([CH:41]([CH3:43])[CH3:42])([CH:44]([CH3:45])[CH3:46])[CH:47]([CH3:49])[CH3:48])=[CH:33][C:32]=2[N+:50]([O-:52])=[O:51])[CH:28]=1)(=[O:3])=[O:2]. The yield is 0.960. (7) The reactants are [F:1][C:2]1[CH:34]=[CH:33][C:5]([CH2:6][N:7]2[C:16](=[O:17])[C:15]([C:18]3[NH:23][C:22]4[CH:24]=[CH:25][C:26](I)=[CH:27][C:21]=4[S:20](=[O:30])(=[O:29])[N:19]=3)=[C:14]([OH:31])[C@H:13]3[C@@H:8]2[C@H:9]2[CH2:32][C@@H:12]3[CH2:11][CH2:10]2)=[CH:4][CH:3]=1.[CH:35]1([S:38]([NH2:41])(=[O:40])=[O:39])[CH2:37][CH2:36]1.N([CH2:44][C:45](O)=O)C.P([O-])([O-])([O-])=O.[K+].[K+].[K+].[CH3:56]N(C)C=O. The catalyst is [Cu]I. The product is [F:1][C:2]1[CH:34]=[CH:33][C:5]([CH2:6][N:7]2[C:16](=[O:17])[C:15]([C:18]3[NH:23][C:22]4[CH:24]=[CH:25][C:26]([NH:41][S:38]([C:35]5[CH:45]=[CH:44][CH:56]=[CH:36][CH:37]=5)(=[O:40])=[O:39])=[CH:27][C:21]=4[S:20](=[O:30])(=[O:29])[N:19]=3)=[C:14]([OH:31])[C@H:13]3[C@@H:8]2[C@H:9]2[CH2:32][C@@H:12]3[CH2:11][CH2:10]2)=[CH:4][CH:3]=1. The yield is 0.920. (8) The reactants are C(N(CC)CC)C.[CH3:8][O:9][CH:10]([O:13][CH3:14])[CH2:11][NH2:12].[Cl:15][C:16]1[CH:24]=[CH:23][C:22]([N+:25]([O-:27])=[O:26])=[CH:21][C:17]=1[C:18](Cl)=[O:19]. The catalyst is C(Cl)Cl. The product is [Cl:15][C:16]1[CH:24]=[CH:23][C:22]([N+:25]([O-:27])=[O:26])=[CH:21][C:17]=1[C:18]([NH:12][CH2:11][CH:10]([O:13][CH3:14])[O:9][CH3:8])=[O:19]. The yield is 0.630.